Dataset: Forward reaction prediction with 1.9M reactions from USPTO patents (1976-2016). Task: Predict the product of the given reaction. (1) Given the reactants [CH3:1][N:2]1[C:6]2=[N:7][CH:8]=[C:9]([C:11]([F:14])([F:13])[F:12])[CH:10]=[C:5]2[C:4]([NH2:15])=[N:3]1.O=[CH:17][C:18]([OH:20])=[O:19].[BH3-]C#N.[Na+], predict the reaction product. The product is: [CH3:1][N:2]1[C:6]2=[N:7][CH:8]=[C:9]([C:11]([F:14])([F:12])[F:13])[CH:10]=[C:5]2[C:4]([NH:15][CH2:17][C:18]([OH:20])=[O:19])=[N:3]1. (2) The product is: [CH3:22][O:23][C:12](=[O:13])[CH2:11][C:5]1[CH:6]=[C:7]([N+:8]([O-:10])=[O:9])[C:2]([O:1][CH3:18])=[C:3]([N+:15]([O-:17])=[O:16])[CH:4]=1. Given the reactants [OH:1][C:2]1[C:7]([N+:8]([O-:10])=[O:9])=[CH:6][C:5]([CH2:11][C:12](O)=[O:13])=[CH:4][C:3]=1[N+:15]([O-:17])=[O:16].[C:18](O)(=O)C.[CH3:22][OH:23], predict the reaction product.